Dataset: Full USPTO retrosynthesis dataset with 1.9M reactions from patents (1976-2016). Task: Predict the reactants needed to synthesize the given product. (1) The reactants are: [H-].[Na+].[CH2:3]([N:7]1[C:15]2[C:14](=[O:16])[N:13]([CH2:17][CH2:18][C:19]3[CH:24]=[CH:23][CH:22]=[CH:21][CH:20]=3)[C:12]([Cl:25])=[N:11][C:10]=2[N:9]=[C:8]1[N:26]1[CH2:31][CH2:30][N:29](C(OC(C)(C)C)=O)[CH2:28][CH2:27]1)[C:4]#[C:5][CH3:6].[CH3:39][OH:40]. Given the product [ClH:25].[CH2:3]([N:7]1[C:15]2[C:14](=[O:16])[N:13]([CH2:17][CH2:18][C:19]3[CH:20]=[CH:21][CH:22]=[CH:23][CH:24]=3)[C:12]([O:40][CH3:39])=[N:11][C:10]=2[N:9]=[C:8]1[N:26]1[CH2:31][CH2:30][NH:29][CH2:28][CH2:27]1)[C:4]#[C:5][CH3:6], predict the reactants needed to synthesize it. (2) Given the product [CH3:14][N:15]([CH:17]=[C:9]1[C:8](=[O:11])[CH2:7][CH2:6][N:5]([S:2]([CH3:1])(=[O:4])=[O:3])[CH2:10]1)[CH3:16], predict the reactants needed to synthesize it. The reactants are: [CH3:1][S:2]([N:5]1[CH2:10][CH2:9][C:8](=[O:11])[CH2:7][CH2:6]1)(=[O:4])=[O:3].CO[CH:14](OC)[N:15]([CH3:17])[CH3:16].